Task: Predict the reaction yield, written as a fraction of the theoretical maximum amount of product (1.0 means a 100% yield; for example, 0.34 means a 34% yield).. Dataset: Reaction yield outcomes from USPTO patents with 853,638 reactions (1) The yield is 0.770. The catalyst is C(#N)C. The reactants are [C:1]([C:3]1[C:4]([C:20]([F:23])([F:22])[F:21])=[C:5]2[C:9](=[CH:10][CH:11]=1)[N:8]([CH2:12][C:13](=[NH:16])[NH:14][OH:15])[C:7]([CH2:17][CH2:18][CH3:19])=[CH:6]2)#[N:2].[Cl:24][C:25]1[CH:26]=[C:27]2[C:36]([CH3:37])=[N:35][N:34]([CH3:38])[C:28]2=[N:29][C:30]=1[C:31](Cl)=O.C(N(CC)CC)C. The product is [Cl:24][C:25]1[CH:26]=[C:27]2[C:36]([CH3:37])=[N:35][N:34]([CH3:38])[C:28]2=[N:29][C:30]=1[C:31]1[O:15][N:14]=[C:13]([CH2:12][N:8]2[C:9]3[C:5](=[C:4]([C:20]([F:22])([F:23])[F:21])[C:3]([C:1]#[N:2])=[CH:11][CH:10]=3)[CH:6]=[C:7]2[CH2:17][CH2:18][CH3:19])[N:16]=1. (2) The reactants are [C:1]([O:5][C:6]([C:8]1[CH:13]=[CH:12][C:11]([S:14]([NH2:17])(=[O:16])=[O:15])=[CH:10][C:9]=1[OH:18])=[O:7])([CH3:4])([CH3:3])[CH3:2].[O:19]([C:26]([NH:28][C:29]1[C:30](=[CH:35][CH:36]=[CH:37][CH:38]=1)[C:31]([O:33][CH3:34])=[O:32])=O)C1C=CC=CC=1. No catalyst specified. The product is [C:1]([O:5][C:6]([C:8]1[CH:13]=[CH:12][C:11]([S:14]([NH:17][C:26]([NH:28][C:29]2[CH:38]=[CH:37][CH:36]=[CH:35][C:30]=2[C:31]([O:33][CH3:34])=[O:32])=[O:19])(=[O:16])=[O:15])=[CH:10][C:9]=1[OH:18])=[O:7])([CH3:4])([CH3:2])[CH3:3]. The yield is 0.780. (3) The product is [Cl:1][C:2]1[CH:10]=[CH:9][C:5]([C:6]([N:15]2[C@@H:16]3[C@@H:21]([C:20]4[CH:22]=[CH:23][CH:24]=[CH:25][C:19]=4[CH2:18][CH2:17]3)[CH2:12][CH2:13][CH2:14]2)=[O:8])=[CH:4][C:3]=1[OH:11]. The yield is 0.460. The reactants are [Cl:1][C:2]1[CH:10]=[CH:9][C:5]([C:6]([OH:8])=O)=[CH:4][C:3]=1[OH:11].[CH2:12]1[C@H:21]2[C@H:16]([CH2:17][CH2:18][C:19]3[CH:25]=[CH:24][CH:23]=[CH:22][C:20]=32)[NH:15][CH2:14][CH2:13]1.F[P-](F)(F)(F)(F)F.N1(OC(N(C)C)=[N+](C)C)C2N=CC=CC=2N=N1. No catalyst specified. (4) The reactants are [NH2:1][CH:2]1[CH2:7][CH2:6][CH:5]([C:8]([OH:17])([C:13]([F:16])([F:15])[F:14])[C:9]([F:12])([F:11])[F:10])[CH2:4][CH2:3]1.CCN(C(C)C)C(C)C.[C:27]1([S:33](Cl)(=[O:35])=[O:34])[CH:32]=[CH:31][CH:30]=[CH:29][CH:28]=1.Cl. The catalyst is CN(C=O)C.CCOCC. The product is [F:10][C:9]([F:11])([F:12])[C:8]([CH:5]1[CH2:4][CH2:3][CH:2]([NH:1][S:33]([C:27]2[CH:32]=[CH:31][CH:30]=[CH:29][CH:28]=2)(=[O:35])=[O:34])[CH2:7][CH2:6]1)([OH:17])[C:13]([F:14])([F:15])[F:16]. The yield is 0.720. (5) The reactants are [CH:1]([C:3]1[CH:12]=[CH:11][C:6]([C:7]([O:9][CH3:10])=[O:8])=[C:5]([CH3:13])[C:4]=1[OH:14])=[O:2].[S:15](O[S:15]([C:18]([F:21])([F:20])[F:19])(=[O:17])=[O:16])([C:18]([F:21])([F:20])[F:19])(=[O:17])=[O:16].C(N(CC)CC)C. The catalyst is C(Cl)Cl. The product is [CH:1]([C:3]1[CH:12]=[CH:11][C:6]([C:7]([O:9][CH3:10])=[O:8])=[C:5]([CH3:13])[C:4]=1[O:14][S:15]([C:18]([F:21])([F:20])[F:19])(=[O:17])=[O:16])=[O:2]. The yield is 0.850. (6) The reactants are [Cl:1][C:2]1[N:3]=[C:4](Cl)[C:5]2[CH2:11][O:10][CH2:9][CH:8]([C:12]3[CH:17]=[CH:16][C:15]([O:18][C:19]([F:22])([F:21])[F:20])=[CH:14][CH:13]=3)[C:6]=2[N:7]=1.[CH3:24][NH2:25]. The catalyst is CO. The product is [Cl:1][C:2]1[N:3]=[C:4]([NH:25][CH3:24])[C:5]2[CH2:11][O:10][CH2:9][CH:8]([C:12]3[CH:17]=[CH:16][C:15]([O:18][C:19]([F:22])([F:21])[F:20])=[CH:14][CH:13]=3)[C:6]=2[N:7]=1. The yield is 0.880. (7) The reactants are ClC1C=C(C2ON=C(C3C=CC4OC(C5(NC(=O)OC(C)(C)C)COC(C)(C)OC5)=CC=4C=3)N=2)C=CC=1OCCC.[Cl:42][C:43]1[C:67]([C:68]2[N:72]=[C:71]([C:73]3[CH:78]=[CH:77][C:76]([CH2:79][CH2:80][CH3:81])=[CH:75][CH:74]=3)[O:70][N:69]=2)=[CH:66][C:46]2[CH:47]=[C:48]([C:50]3([NH:58]C(=O)OC(C)(C)C)[CH2:55][O:54]C(C)(C)[O:52][CH2:51]3)[O:49][C:45]=2[CH:44]=1. No catalyst specified. The product is [NH2:58][C:50]([C:48]1[O:49][C:45]2[CH:44]=[C:43]([Cl:42])[C:67]([C:68]3[N:72]=[C:71]([C:73]4[CH:74]=[CH:75][C:76]([CH2:79][CH2:80][CH3:81])=[CH:77][CH:78]=4)[O:70][N:69]=3)=[CH:66][C:46]=2[CH:47]=1)([CH2:51][OH:52])[CH2:55][OH:54]. The yield is 0.400. (8) The reactants are [CH2:1]([C@H:8]1[CH2:13][N:12]([C:14]2[CH:19]=[CH:18][C:17]([O:20][CH3:21])=[C:16]([O:22][CH:23]3[CH2:27][CH2:26][CH2:25][CH2:24]3)[CH:15]=2)[CH2:11][CH2:10][N:9]1[CH2:28][C:29]([NH:31][O:32]CC1C=CC=CC=1)=[O:30])[C:2]1[CH:7]=[CH:6][CH:5]=[CH:4][CH:3]=1. The catalyst is CO. The product is [CH2:1]([C@H:8]1[CH2:13][N:12]([C:14]2[CH:19]=[CH:18][C:17]([O:20][CH3:21])=[C:16]([O:22][CH:23]3[CH2:27][CH2:26][CH2:25][CH2:24]3)[CH:15]=2)[CH2:11][CH2:10][N:9]1[CH2:28][C:29]([NH:31][OH:32])=[O:30])[C:2]1[CH:7]=[CH:6][CH:5]=[CH:4][CH:3]=1. The yield is 0.560. (9) The reactants are [CH3:1][O:2][C:3](=[O:24])[C:4]([C:6]1[C:14]2[C:9](=[CH:10][C:11]([O:15]CC3C=CC=CC=3)=[CH:12][CH:13]=2)[N:8]([CH3:23])[CH:7]=1)=O.O.[PH2]([O-])=O.[Na+]. The catalyst is O1CCOCC1.O.[Pd]. The product is [CH3:1][O:2][C:3](=[O:24])[CH2:4][C:6]1[C:14]2[C:9](=[CH:10][C:11]([OH:15])=[CH:12][CH:13]=2)[N:8]([CH3:23])[CH:7]=1. The yield is 0.520.